Predict the reactants needed to synthesize the given product. From a dataset of Full USPTO retrosynthesis dataset with 1.9M reactions from patents (1976-2016). (1) Given the product [Cl:1][C:2]1[CH:3]=[C:4]([CH2:5][C@H:12]([C@@H:14]2[N:18]([CH3:19])[C:17](=[O:20])[CH2:16][C@@H:15]2[C:21]2[CH:26]=[CH:25][CH:24]=[CH:23][CH:22]=2)[OH:13])[CH:7]=[CH:8][CH:9]=1, predict the reactants needed to synthesize it. The reactants are: [Cl:1][C:2]1[CH:3]=[C:4]([CH:7]=[CH:8][CH:9]=1)[CH2:5]Br.II.[CH:12]([C@@H:14]1[N:18]([CH3:19])[C:17](=[O:20])[CH2:16][C@@H:15]1[C:21]1[CH:26]=[CH:25][CH:24]=[CH:23][CH:22]=1)=[O:13].[NH4+].[Cl-]. (2) Given the product [Br:14][CH:5]([CH3:6])[C:4]([C:8]1[CH:13]=[CH:12][CH:11]=[CH:10][CH:9]=1)=[O:7], predict the reactants needed to synthesize it. The reactants are: C(Cl)Cl.[C:4]([C:8]1[CH:13]=[CH:12][CH:11]=[CH:10][CH:9]=1)(=[O:7])[CH2:5][CH3:6].[Br:14]Br.C([O-])(O)=O.[Na+]. (3) Given the product [Cl:1][C:2]1[C:10]([C:11]([F:14])([F:13])[F:12])=[CH:9][C:5]([C:6]2[N:7]=[CH:22][NH:21][N:20]=2)=[CH:4][C:3]=1[C:15]([F:18])([F:17])[F:16], predict the reactants needed to synthesize it. The reactants are: [Cl:1][C:2]1[C:10]([C:11]([F:14])([F:13])[F:12])=[CH:9][C:5]([C:6](=S)[NH2:7])=[CH:4][C:3]=1[C:15]([F:18])([F:17])[F:16].O.[NH2:20][NH2:21].[CH:22](O)=O.C([O-])(O)=O.[Na+]. (4) Given the product [Br:7][CH2:19][C:18]([C:14]1[CH:15]=[CH:16][CH:17]=[C:12]([C:11]([F:21])([F:22])[F:10])[CH:13]=1)=[O:20], predict the reactants needed to synthesize it. The reactants are: C1C=C[NH+]=CC=1.[Br:7][Br-]Br.[F:10][C:11]([F:22])([F:21])[C:12]1[CH:13]=[C:14]([C:18](=[O:20])[CH3:19])[CH:15]=[CH:16][CH:17]=1.O. (5) Given the product [Cl:1][C:2]1[N:7]=[C:6]([NH:8][C@@H:9]2[CH2:14][CH2:13][CH2:12][N:11]([C:25](=[O:28])[CH:26]=[CH2:27])[CH2:10]2)[C:5]([F:15])=[CH:4][N:3]=1, predict the reactants needed to synthesize it. The reactants are: [Cl:1][C:2]1[N:7]=[C:6]([NH:8][C@@H:9]2[CH2:14][CH2:13][CH2:12][NH:11][CH2:10]2)[C:5]([F:15])=[CH:4][N:3]=1.C(Cl)Cl.C([O-])([O-])=O.[K+].[K+].[C:25](Cl)(=[O:28])[CH:26]=[CH2:27]. (6) The reactants are: [CH3:1][C:2]1[C:3](=[O:14])[C:4]([CH3:13])([CH2:8][CH:9]=[C:10]([CH3:12])[CH3:11])[CH2:5][CH2:6][CH:7]=1.[O-]S(S([O-])=O)=O.[Na+].[Na+]. Given the product [CH3:13][C:4]1([CH2:8][CH:9]=[C:10]([CH3:11])[CH3:12])[CH2:5][CH2:6][CH2:7][CH:2]([CH3:1])[C:3]1=[O:14], predict the reactants needed to synthesize it.